From a dataset of Forward reaction prediction with 1.9M reactions from USPTO patents (1976-2016). Predict the product of the given reaction. (1) Given the reactants [Cl:1][C:2]1[CH:7]=[CH:6][C:5]([F:8])=[CH:4][C:3]=1[OH:9].[Br:10][C:11]1[CH:12]=[N:13][CH:14]=[CH:15][C:16]=1Cl.C1CCN2C(=NCCC2)CC1, predict the reaction product. The product is: [Br:10][C:11]1[CH:12]=[N:13][CH:14]=[CH:15][C:16]=1[O:9][C:3]1[CH:4]=[C:5]([F:8])[CH:6]=[CH:7][C:2]=1[Cl:1]. (2) Given the reactants Br[C:2]1[CH:7]=[C:6]([CH2:8][OH:9])[C:5]([F:10])=[CH:4][N:3]=1.O1CCOCC1.C([O-])([O-])=O.[K+].[K+].CC1(C)OB([C:29]2[CH:30]=[N:31][C:32]([C:35]([F:38])([F:37])[F:36])=[N:33][CH:34]=2)OC1(C)C, predict the reaction product. The product is: [F:10][C:5]1[C:6]([CH2:8][OH:9])=[CH:7][C:2]([C:29]2[CH:30]=[N:31][C:32]([C:35]([F:38])([F:37])[F:36])=[N:33][CH:34]=2)=[N:3][CH:4]=1. (3) Given the reactants Br[C:2]1[CH:3]=[C:4]2[C:9](=[CH:10][CH:11]=1)[N:8]=[CH:7][C:6]([C:12](=[O:15])[CH2:13][CH3:14])=[C:5]2[NH:16][C:17]1[CH:18]=[CH:19][C:20]([N:23]2[CH2:27][CH2:26][CH:25]([NH:28]C(=O)OC(C)(C)C)[CH2:24]2)=[N:21][CH:22]=1.[Cl:36][C:37]1[CH:42]=[C:41](B2OC(C)(C)C(C)(C)O2)[CH:40]=[C:39]([O:52][CH3:53])[C:38]=1[OH:54], predict the reaction product. The product is: [NH2:28][CH:25]1[CH2:26][CH2:27][N:23]([C:20]2[N:21]=[CH:22][C:17]([NH:16][C:5]3[C:4]4[C:9](=[CH:10][CH:11]=[C:2]([C:41]5[CH:40]=[C:39]([O:52][CH3:53])[C:38]([OH:54])=[C:37]([Cl:36])[CH:42]=5)[CH:3]=4)[N:8]=[CH:7][C:6]=3[C:12](=[O:15])[CH2:13][CH3:14])=[CH:18][CH:19]=2)[CH2:24]1.